Dataset: Forward reaction prediction with 1.9M reactions from USPTO patents (1976-2016). Task: Predict the product of the given reaction. Given the reactants [O:1]1[C:6]2[CH:7]=[CH:8][C:9]([CH2:11][NH:12][C:13]3[C:14]([F:22])=[CH:15][C:16]([F:21])=[C:17]([CH:20]=3)[C:18]#[N:19])=[CH:10][C:5]=2[O:4][CH2:3][CH2:2]1.[C:23](Cl)(=[O:28])[CH2:24][CH2:25][CH2:26][CH3:27], predict the reaction product. The product is: [C:18]([C:17]1[C:16]([F:21])=[CH:15][C:14]([F:22])=[C:13]([N:12]([CH2:11][C:9]2[CH:8]=[CH:7][C:6]3[O:1][CH2:2][CH2:3][O:4][C:5]=3[CH:10]=2)[C:23](=[O:28])[CH2:24][CH2:25][CH2:26][CH3:27])[CH:20]=1)#[N:19].